This data is from Catalyst prediction with 721,799 reactions and 888 catalyst types from USPTO. The task is: Predict which catalyst facilitates the given reaction. (1) Reactant: C(OC([N:6]1[C:14]2[C:9](=[CH:10][C:11]([C:15]3[N:16]=[C:17]([C:21]4[CH:26]=[CH:25][CH:24]=[CH:23][N:22]=4)[S:18][C:19]=3[CH3:20])=[CH:12][CH:13]=2)[CH:8]=[C:7]1[C:27]1[CH:32]=[CH:31][N:30]=[CH:29][C:28]=1[F:33])=O)C.C([O-])([O-])=O.[K+].[K+]. Product: [F:33][C:28]1[CH:29]=[N:30][CH:31]=[CH:32][C:27]=1[C:7]1[NH:6][C:14]2[C:9]([CH:8]=1)=[CH:10][C:11]([C:15]1[N:16]=[C:17]([C:21]3[CH:26]=[CH:25][CH:24]=[CH:23][N:22]=3)[S:18][C:19]=1[CH3:20])=[CH:12][CH:13]=2. The catalyst class is: 1. (2) Reactant: [CH3:1][O:2][CH2:3][CH2:4][C:5]1[S:9][C:8]([S:10]([NH2:13])(=[O:12])=[O:11])=[CH:7][C:6]=1[CH3:14].Cl[C:16](OC1C=CC=CC=1)=[O:17].C(N(CC)CC)C.[CH2:32]([C:34]1[N:35]=[C:36]([NH2:41])[S:37][C:38]=1[S:39][CH3:40])[CH3:33]. Product: [CH2:32]([C:34]1[N:35]=[C:36]([NH:41][C:16]([NH:13][S:10]([C:8]2[S:9][C:5]([CH2:4][CH2:3][O:2][CH3:1])=[C:6]([CH3:14])[CH:7]=2)(=[O:12])=[O:11])=[O:17])[S:37][C:38]=1[S:39][CH3:40])[CH3:33]. The catalyst class is: 10. (3) Reactant: B(Cl)(Cl)Cl.[NH2:5][C:6]1[CH:11]=[CH:10][N:9]([C@H:12]2[C@@H:16]([OH:17])[C@H:15]([O:18]CC3C=CC=CC=3)[C@:14]([CH2:29][O:30]CC3C=CC=CC=3)([CH:26]([F:28])[F:27])[O:13]2)[C:8](=[O:38])[N:7]=1.N1C=CC=CC=1.CO. Product: [NH2:5][C:6]1[CH:11]=[CH:10][N:9]([C@H:12]2[C@@H:16]([OH:17])[C@H:15]([OH:18])[C@@:14]([CH:26]([F:28])[F:27])([CH2:29][OH:30])[O:13]2)[C:8](=[O:38])[N:7]=1. The catalyst class is: 4. (4) Reactant: [F:1][C:2]1[C:7]([O:8][CH3:9])=[CH:6][C:5]([O:10][CH3:11])=[CH:4][C:3]=1[N:12]1[CH2:17][C:16]2[CH:18]=[N:19][C:20]3[NH:24][C:23]([C:25](O)=[O:26])=[CH:22][C:21]=3[C:15]=2[N:14]([CH3:28])[C:13]1=[O:29].F[P-](F)(F)(F)(F)F.[N:37]1(O[P+](N(C)C)(N(C)C)N(C)C)[C:41]2[CH:42]=[CH:43][CH:43]=[CH:42][C:41]=2[N:37]=N1.C(N(CC)CC)C.C1(N)CC1. Product: [CH:41]1([NH:37][C:25]([C:23]2[NH:24][C:20]3[N:19]=[CH:18][C:16]4[CH2:17][N:12]([C:3]5[CH:4]=[C:5]([O:10][CH3:11])[CH:6]=[C:7]([O:8][CH3:9])[C:2]=5[F:1])[C:13](=[O:29])[N:14]([CH3:28])[C:15]=4[C:21]=3[CH:22]=2)=[O:26])[CH2:42][CH2:43]1. The catalyst class is: 405. (5) The catalyst class is: 380. Reactant: Br[C:2]1[CH:3]=[N:4][C:5]2[C:10]([CH:11]=1)=[CH:9][C:8]([CH2:12][OH:13])=[CH:7][CH:6]=2.[CH3:14][N:15](C=O)C. Product: [OH:13][CH2:12][C:8]1[CH:9]=[C:10]2[C:5](=[CH:6][CH:7]=1)[N:4]=[CH:3][C:2]([C:14]#[N:15])=[CH:11]2. (6) Reactant: [CH3:1][NH:2][C:3]1[CH:7]=[C:6]([C:8]2[CH:13]=[CH:12][N:11]=[CH:10][CH:9]=2)[S:5][C:4]=1[C:14]([NH2:16])=O.[CH3:17][C:18](=O)[CH2:19][CH3:20].[OH2:22].C1(C)C=CC(S(O)(=O)=O)=CC=1.C(=O)([O-])O.[Na+]. Product: [CH2:19]([C:18]1([CH3:17])[N:2]([CH3:1])[C:3]2[CH:7]=[C:6]([C:8]3[CH:13]=[CH:12][N:11]=[CH:10][CH:9]=3)[S:5][C:4]=2[C:14](=[O:22])[NH:16]1)[CH3:20]. The catalyst class is: 15.